Dataset: Catalyst prediction with 721,799 reactions and 888 catalyst types from USPTO. Task: Predict which catalyst facilitates the given reaction. (1) Reactant: [O:1]1[CH2:6][CH2:5][O:4][C:3]2[CH:7]=[C:8]([OH:11])[CH:9]=[CH:10][C:2]1=2.[C:12]([O-])([O-])=O.[K+].[K+].IC. Product: [CH3:12][O:11][C:8]1[CH:9]=[CH:10][C:2]2[O:1][CH2:6][CH2:5][O:4][C:3]=2[CH:7]=1. The catalyst class is: 21. (2) Reactant: [C:1]12([CH3:11])[C:8]([CH3:10])([CH3:9])[CH:5]([CH2:6][CH2:7]1)[CH2:4][C:2]2=O.[N:12]1[CH:17]=[CH:16][CH:15]=[CH:14][C:13]=1[CH2:18][NH2:19].B(F)(F)F.CCOCC.O. Product: [N:12]1[CH:17]=[CH:16][CH:15]=[CH:14][C:13]=1[CH2:18]/[N:19]=[C:2]1\[C@@:1]2([CH3:11])[C:8]([CH3:10])([CH3:9])[CH:5]([CH2:4]\1)[CH2:6][CH2:7]2. The catalyst class is: 11. (3) Reactant: Cl[C:2]1[C:3]([F:21])=[CH:4][C:5]2[C:6]([CH:20]=1)=[N:7][C:8]1[N:9]([CH3:19])[CH:10]=[C:11]([C:16]([OH:18])=[O:17])[C:12](=[O:15])[C:13]=1[CH:14]=2.[F:22][C:23]1[CH:35]=[CH:34][C:26]([NH:27][CH:28]2[CH2:33][CH2:32][NH:31][CH2:30][CH2:29]2)=[CH:25][CH:24]=1. The catalyst class is: 17. Product: [F:21][C:3]1[C:2]([N:31]2[CH2:30][CH2:29][CH:28]([NH:27][C:26]3[CH:34]=[CH:35][C:23]([F:22])=[CH:24][CH:25]=3)[CH2:33][CH2:32]2)=[CH:20][C:6]2=[N:7][C:8]3[N:9]([CH3:19])[CH:10]=[C:11]([C:16]([OH:18])=[O:17])[C:12](=[O:15])[C:13]=3[CH:14]=[C:5]2[CH:4]=1. (4) Reactant: [CH3:1][O:2][C:3](=[O:10])[C:4](=[N:8]O)[C:5](=[O:7])[CH3:6].[ClH:11]. Product: [ClH:11].[CH3:1][O:2][C:3](=[O:10])[CH:4]([NH2:8])[C:5](=[O:7])[CH3:6]. The catalyst class is: 43. (5) Reactant: [Cl:1][C:2]1[C:11]2[CH:10]=[CH:9][CH:8]=[C:7]([S:12](Cl)(=[O:14])=[O:13])[C:6]=2[CH:5]=[CH:4][N:3]=1.[CH2:16]([C:23]1[CH:53]=[C:52]([Cl:54])[CH:51]=[CH:50][C:24]=1[O:25][CH2:26][CH2:27][CH2:28][N:29]([CH:33]([C:42]1[CH:47]=[CH:46][C:45]([O:48][CH3:49])=[CH:44][CH:43]=1)[C:34]1[CH:39]=[CH:38][C:37]([O:40][CH3:41])=[CH:36][CH:35]=1)[CH2:30][CH2:31][NH2:32])[C:17]1[CH:22]=[CH:21][CH:20]=[CH:19][CH:18]=1.CCN(CC)CC. Product: [CH2:16]([C:23]1[CH:53]=[C:52]([Cl:54])[CH:51]=[CH:50][C:24]=1[O:25][CH2:26][CH2:27][CH2:28][N:29]([CH:33]([C:42]1[CH:43]=[CH:44][C:45]([O:48][CH3:49])=[CH:46][CH:47]=1)[C:34]1[CH:39]=[CH:38][C:37]([O:40][CH3:41])=[CH:36][CH:35]=1)[CH2:30][CH2:31][NH:32][S:12]([C:7]1[C:6]2[CH:5]=[CH:4][N:3]=[C:2]([Cl:1])[C:11]=2[CH:10]=[CH:9][CH:8]=1)(=[O:14])=[O:13])[C:17]1[CH:22]=[CH:21][CH:20]=[CH:19][CH:18]=1. The catalyst class is: 2. (6) Reactant: [NH2:1][OH:2].[OH:3][CH2:4][CH2:5][C:6]1[CH:13]=[CH:12][C:9]([C:10]#[N:11])=[CH:8][CH:7]=1. The catalyst class is: 8. Product: [OH:2][N:1]=[C:10]([C:9]1[CH:12]=[CH:13][C:6]([CH2:5][CH2:4][OH:3])=[CH:7][CH:8]=1)[NH2:11].